Dataset: Forward reaction prediction with 1.9M reactions from USPTO patents (1976-2016). Task: Predict the product of the given reaction. (1) Given the reactants [Cl:1][C:2]1[CH:17]=[C:16]([Cl:18])[C:15]([I:19])=[CH:14][C:3]=1[O:4][CH2:5][C:6]1[CH:11]=[CH:10][C:9]([CH2:12][OH:13])=[CH:8][CH:7]=1, predict the reaction product. The product is: [Cl:1][C:2]1[CH:17]=[C:16]([Cl:18])[C:15]([I:19])=[CH:14][C:3]=1[O:4][CH2:5][C:6]1[CH:7]=[CH:8][C:9]([CH:12]=[O:13])=[CH:10][CH:11]=1. (2) The product is: [CH3:9][O:10][C:11]1[CH:16]=[C:15]([C:2]2[N:3]=[N:4][C:5]([CH3:8])=[CH:6][CH:7]=2)[CH:14]=[CH:13][N:12]=1. Given the reactants Cl[C:2]1[N:3]=[N:4][C:5]([CH3:8])=[CH:6][CH:7]=1.[CH3:9][O:10][C:11]1[CH:16]=[C:15](B2OC(C)(C)C(C)(C)O2)[CH:14]=[CH:13][N:12]=1, predict the reaction product. (3) Given the reactants [CH2:1]([O:3][C:4](=[O:12])[CH:5]([NH:8][C:9](=O)[CH3:10])[C:6]#[N:7])[CH3:2].COC1C=CC(P2(SP(C3C=CC(OC)=CC=3)(=S)S2)=[S:22])=CC=1, predict the reaction product. The product is: [CH2:1]([O:3][C:4]([C:5]1[N:8]=[C:9]([CH3:10])[S:22][C:6]=1[NH2:7])=[O:12])[CH3:2]. (4) Given the reactants [Cl:1][C:2]1[CH:7]=[CH:6][C:5]([C:8]2[N:13]=[C:12]([C:14](OC)=[O:15])[CH:11]=[CH:10][C:9]=2[C:18]2[CH:23]=[CH:22][CH:21]=[CH:20][C:19]=2[CH3:24])=[CH:4][C:3]=1[O:25][CH2:26][CH2:27][CH2:28][N:29]([CH3:31])[CH3:30].[NH2:32][C:33]1([C:39]([OH:41])=[O:40])[CH2:38][CH2:37][CH2:36][CH2:35][CH2:34]1, predict the reaction product. The product is: [ClH:1].[Cl:1][C:2]1[CH:7]=[CH:6][C:5]([C:8]2[N:13]=[C:12]([C:14]([NH:32][C:33]3([C:39]([OH:41])=[O:40])[CH2:38][CH2:37][CH2:36][CH2:35][CH2:34]3)=[O:15])[CH:11]=[CH:10][C:9]=2[C:18]2[CH:23]=[CH:22][CH:21]=[CH:20][C:19]=2[CH3:24])=[CH:4][C:3]=1[O:25][CH2:26][CH2:27][CH2:28][N:29]([CH3:31])[CH3:30]. (5) Given the reactants [CH3:1][N:2]([CH3:7])[CH2:3][CH2:4][NH:5][CH3:6].C(=O)([O-])[O-].[K+].[K+].[N+:14]([C:17]1[CH:22]=[CH:21][C:20](F)=[CH:19][CH:18]=1)([O-:16])=[O:15].CN(C)C=O, predict the reaction product. The product is: [CH3:1][N:2]([CH3:7])[CH2:3][CH2:4][N:5]([CH3:6])[C:20]1[CH:21]=[CH:22][C:17]([N+:14]([O-:16])=[O:15])=[CH:18][CH:19]=1. (6) The product is: [NH:3]1[CH2:2][CH2:1][NH:4][CH2:12]/[C:10]/1=[N:9]/[NH:8][C:7](=[O:11])[C:6]([F:15])([F:14])[F:5]. Given the reactants [CH2:1]([NH2:4])[CH2:2][NH2:3].[F:5][C:6]([F:15])([F:14])[C:7]1[O:11][C:10]([CH2:12]Cl)=[N:9][N:8]=1.C(O)C, predict the reaction product.